This data is from Reaction yield outcomes from USPTO patents with 853,638 reactions. The task is: Predict the reaction yield, written as a fraction of the theoretical maximum amount of product (1.0 means a 100% yield; for example, 0.34 means a 34% yield). (1) The reactants are N[C:2]1[CH:9]=[C:8]([C:10]([F:13])([F:12])[F:11])[C:7]([O:14][CH2:15][CH3:16])=[CH:6][C:3]=1[C:4]#[N:5].N(OCCC(C)C)=O. The catalyst is C1COCC1.C([O-])(O)=O.[Na+]. The product is [CH2:15]([O:14][C:7]1[CH:6]=[C:3]([CH:2]=[CH:9][C:8]=1[C:10]([F:11])([F:12])[F:13])[C:4]#[N:5])[CH3:16]. The yield is 0.850. (2) The reactants are CCN(C(C)C)C(C)C.[C:10]1([C:16]2[NH:20][N:19]=[C:18]([C:21]([NH:23][CH2:24][C:25]([OH:27])=O)=[O:22])[CH:17]=2)[CH:15]=[CH:14][CH:13]=[CH:12][CH:11]=1.C1C=CC2N(O)N=NC=2C=1.CCN=C=NCCCN(C)C.Cl.[F:50][C:51]1[CH:62]=[CH:61][C:60]([F:63])=[CH:59][C:52]=1[O:53][CH:54]1[CH2:58][CH2:57][NH:56][CH2:55]1.FC(F)(F)C1C=C(C=CC=1)OC1CCNC1. The catalyst is CN(C=O)C.O. The product is [F:50][C:51]1[CH:62]=[CH:61][C:60]([F:63])=[CH:59][C:52]=1[O:53][CH:54]1[CH2:58][CH2:57][N:56]([C:25](=[O:27])[CH2:24][NH:23][C:21]([C:18]2[CH:17]=[C:16]([C:10]3[CH:11]=[CH:12][CH:13]=[CH:14][CH:15]=3)[NH:20][N:19]=2)=[O:22])[CH2:55]1. The yield is 0.760. (3) The reactants are [N+:1]([C:4]1[CH:5]=[CH:6][CH:7]=[C:8]2[C:13]=1[N:12]=[CH:11][CH:10]=[CH:9]2)([O-:3])=[O:2].[I:14]N1C(=O)CCC1=O. The catalyst is C(O)(=O)C. The product is [I:14][C:10]1[CH:11]=[N:12][C:13]2[C:8]([CH:9]=1)=[CH:7][CH:6]=[CH:5][C:4]=2[N+:1]([O-:3])=[O:2]. The yield is 0.970.